From a dataset of Reaction yield outcomes from USPTO patents with 853,638 reactions. Predict the reaction yield, written as a fraction of the theoretical maximum amount of product (1.0 means a 100% yield; for example, 0.34 means a 34% yield). (1) The product is [F:1][C:2]1[CH:3]=[CH:4][C:5]([C:8]2[CH:13]=[CH:12][C:11]([N+:14]([O-:16])=[O:15])=[C:10]([NH:17][C:19]([N:30]3[CH2:33][CH:32]([CH2:34][NH:35][C:36](=[O:42])[O:37][C:38]([CH3:39])([CH3:41])[CH3:40])[CH2:31]3)=[O:21])[CH:9]=2)=[CH:6][CH:7]=1. The catalyst is C(Cl)Cl.C(O)(=O)CC(CC(O)=O)(C(O)=O)O. The reactants are [F:1][C:2]1[CH:7]=[CH:6][C:5]([C:8]2[CH:13]=[CH:12][C:11]([N+:14]([O-:16])=[O:15])=[C:10]([NH2:17])[CH:9]=2)=[CH:4][CH:3]=1.Cl[C:19](Cl)([O:21]C(=O)OC(Cl)(Cl)Cl)Cl.[NH:30]1[CH2:33][CH:32]([CH2:34][NH:35][C:36](=[O:42])[O:37][C:38]([CH3:41])([CH3:40])[CH3:39])[CH2:31]1. The yield is 0.697. (2) The reactants are [NH:1]1[C:6]2[CH:7]=[CH:8][S:9][C:5]=2[C:4](=[O:10])O[C:2]1=[O:11].[H-].[Na+].[F:14][C:15]1[CH:16]=[C:17]([CH:20]=[CH:21][CH:22]=1)[CH2:18]Br.[CH2:23](C(CC)(C([O-])=O)C([O-])=O)[CH3:24].[C:34](=[O:37])([O-])[O-:35].[K+].[K+].[CH3:40]N(C=O)C. The catalyst is O. The product is [CH2:23]([O:35][C:34]([C:40]1[C:2](=[O:11])[N:1]([CH2:18][C:17]2[CH:20]=[CH:21][CH:22]=[C:15]([F:14])[CH:16]=2)[C:6]2[CH:7]=[CH:8][S:9][C:5]=2[C:4]=1[OH:10])=[O:37])[CH3:24]. The yield is 0.730. (3) The reactants are [I:1]I.[N+:3]([C:6]1[CH:7]=[C:8]([CH:12]=[CH:13][CH:14]=1)[C:9]([OH:11])=[O:10])([O-:5])=[O:4]. The catalyst is S(=O)(=O)(O)O. The product is [I:1][C:13]1[CH:12]=[C:8]([CH:7]=[C:6]([N+:3]([O-:5])=[O:4])[CH:14]=1)[C:9]([OH:11])=[O:10]. The yield is 0.980. (4) The reactants are [Br:1][C:2]1[CH:3]=[CH:4][C:5]2[N:6]([CH2:16][CH2:17][CH2:18][N:19]([C:32]3[CH:37]=[CH:36][CH:35]=[CH:34][CH:33]=3)S(C3C=CC=CC=3[N+]([O-])=O)(=O)=O)[C:7]3[C:12]([C:13]=2[CH:14]=1)=[CH:11][C:10]([Br:15])=[CH:9][CH:8]=3.C(=O)([O-])[O-].[Cs+].[Cs+].C1(S)C=CC=CC=1. The catalyst is C1COCC1. The product is [Br:1][C:2]1[CH:3]=[CH:4][C:5]2[N:6]([CH2:16][CH2:17][CH2:18][NH:19][C:32]3[CH:33]=[CH:34][CH:35]=[CH:36][CH:37]=3)[C:7]3[C:12]([C:13]=2[CH:14]=1)=[CH:11][C:10]([Br:15])=[CH:9][CH:8]=3. The yield is 0.609. (5) The reactants are [Si:1]([O:8][C@@H:9]1[C@@H:14]([CH3:15])[CH2:13][N:12]([C:16]2[C:21]([N+:22]([O-])=O)=[CH:20][N:19]=[CH:18][C:17]=2[CH3:25])[CH2:11][C@H:10]1[NH:26][C:27](=[O:33])[O:28][C:29]([CH3:32])([CH3:31])[CH3:30])([C:4]([CH3:7])([CH3:6])[CH3:5])([CH3:3])[CH3:2].[Cl-].[NH4+]. The catalyst is CCO.O.[Fe]. The product is [NH2:22][C:21]1[CH:20]=[N:19][CH:18]=[C:17]([CH3:25])[C:16]=1[N:12]1[CH2:13][C@H:14]([CH3:15])[C@@H:9]([O:8][Si:1]([C:4]([CH3:7])([CH3:5])[CH3:6])([CH3:2])[CH3:3])[C@H:10]([NH:26][C:27](=[O:33])[O:28][C:29]([CH3:32])([CH3:31])[CH3:30])[CH2:11]1. The yield is 1.00.